The task is: Predict the reactants needed to synthesize the given product.. This data is from Full USPTO retrosynthesis dataset with 1.9M reactions from patents (1976-2016). (1) Given the product [CH3:11][O:10][CH:9]([O:12][CH3:13])[C:8]1[NH:2][N:5]=[CH:6][CH:7]=1, predict the reactants needed to synthesize it. The reactants are: Cl.[NH2:2]N.C[N:5](C)/[CH:6]=[CH:7]/[C:8](=O)[CH:9]([O:12][CH3:13])[O:10][CH3:11].CO. (2) The reactants are: Cl.Cl.[NH2:3][CH2:4][CH2:5][C:6]1[N:7]([CH2:20][CH2:21][CH3:22])[N:8]=[C:9]2[C:18]=1[C:17]1[CH:16]=[CH:15][CH:14]=[CH:13][C:12]=1[N:11]=[C:10]2[NH2:19].[OH-].[Na+].Cl. Given the product [NH2:3][CH2:4][CH2:5][C:6]1[N:7]([CH2:20][CH2:21][CH3:22])[N:8]=[C:9]2[C:18]=1[C:17]1[CH:16]=[CH:15][CH:14]=[CH:13][C:12]=1[N:11]=[C:10]2[NH2:19], predict the reactants needed to synthesize it. (3) Given the product [O:42]1[CH2:1][CH2:7][CH:8]([CH2:9][NH:10][C:29]([C:26]2[N:27]=[CH:28][C:23]([NH:22][C:20]([N:12]3[CH2:11][C:19]4[C:14](=[CH:15][CH:16]=[CH:17][CH:18]=4)[CH2:13]3)=[O:21])=[CH:24][CH:25]=2)=[O:31])[CH2:41]1, predict the reactants needed to synthesize it. The reactants are: [C:1]1([CH2:7][CH2:8][CH2:9][NH2:10])C=CC=CC=1.[CH2:11]1[C:19]2[C:14](=[CH:15][CH:16]=[CH:17][CH:18]=2)[CH2:13][N:12]1[C:20]([NH:22][C:23]1[CH:24]=[CH:25][C:26]([C:29]([OH:31])=O)=[N:27][CH:28]=1)=[O:21].C1C2C(=CC=CC=2)CN1[C:41](NC1C=CC(C(O)=O)=CC=1)=[O:42]. (4) Given the product [C:1]([O:5][C:6](=[O:19])[NH:7][CH:8]1[CH2:17][CH2:16][C:15]2[C:10](=[CH:11][CH:12]=[C:13]([CH:28]=[O:29])[CH:14]=2)[CH2:9]1)([CH3:4])([CH3:3])[CH3:2], predict the reactants needed to synthesize it. The reactants are: [C:1]([O:5][C:6](=[O:19])[NH:7][CH:8]1[CH2:17][CH2:16][C:15]2[C:10](=[CH:11][CH:12]=[C:13](Br)[CH:14]=2)[CH2:9]1)([CH3:4])([CH3:3])[CH3:2].C([Li])CCC.CN([CH:28]=[O:29])C. (5) Given the product [Cl:1][C:2]1[CH:7]=[CH:6][CH:5]=[CH:4][C:3]=1[S:8]([N:11]1[CH2:32][CH2:31][C:14]2([C:18](=[O:19])[N:17]([C:20]3[CH:25]=[CH:24][C:23]([C:26]4([F:39])[CH2:29][O:28][CH2:27]4)=[CH:22][CH:21]=3)[CH2:16][CH2:15]2)[CH2:13][CH2:12]1)(=[O:10])=[O:9], predict the reactants needed to synthesize it. The reactants are: [Cl:1][C:2]1[CH:7]=[CH:6][CH:5]=[CH:4][C:3]=1[S:8]([N:11]1[CH2:32][CH2:31][C:14]2([C:18](=[O:19])[N:17]([C:20]3[CH:25]=[CH:24][C:23]([C:26]4(O)[CH2:29][O:28][CH2:27]4)=[CH:22][CH:21]=3)[CH2:16][CH2:15]2)[CH2:13][CH2:12]1)(=[O:10])=[O:9].CCN(S(F)(F)[F:39])CC.